Dataset: Catalyst prediction with 721,799 reactions and 888 catalyst types from USPTO. Task: Predict which catalyst facilitates the given reaction. Reactant: [NH2:1][C:2]1[CH:3]=[C:4]2[C:8](=[CH:9][CH:10]=1)[C:7](=[O:11])[N:6]([CH2:12][C:13]([O:15][CH2:16][C:17]1[CH:22]=[CH:21][CH:20]=[CH:19][CH:18]=1)=[O:14])[C:5]2=[O:23].[CH3:24][S:25](Cl)(=[O:27])=[O:26]. Product: [CH3:24][S:25]([NH:1][C:2]1[CH:3]=[C:4]2[C:8](=[CH:9][CH:10]=1)[C:7](=[O:11])[N:6]([CH2:12][C:13]([O:15][CH2:16][C:17]1[CH:18]=[CH:19][CH:20]=[CH:21][CH:22]=1)=[O:14])[C:5]2=[O:23])(=[O:27])=[O:26]. The catalyst class is: 17.